Dataset: Forward reaction prediction with 1.9M reactions from USPTO patents (1976-2016). Task: Predict the product of the given reaction. (1) The product is: [CH2:1]([O:3][C:4]([C:6]1[C:7](=[O:28])[N:8]([CH2:38][C:35]2[CH:34]=[CH:33][C:32]([C:31]([O:30][CH3:29])=[O:40])=[CH:37][CH:36]=2)[C:9]2[C:13]([C:14]=1[N:15]1[CH2:16][CH2:17][N:18]([C:21]([C:23]3[S:24][CH:25]=[CH:26][CH:27]=3)=[O:22])[CH2:19][CH2:20]1)=[CH:12][S:11][CH:10]=2)=[O:5])[CH3:2]. Given the reactants [CH2:1]([O:3][C:4]([C:6]1[C:7](=[O:28])[NH:8][C:9]2[C:13]([C:14]=1[N:15]1[CH2:20][CH2:19][N:18]([C:21]([C:23]3[S:24][CH:25]=[CH:26][CH:27]=3)=[O:22])[CH2:17][CH2:16]1)=[CH:12][S:11][CH:10]=2)=[O:5])[CH3:2].[CH3:29][O:30][C:31](=[O:40])[C:32]1[CH:37]=[CH:36][C:35]([CH2:38]Br)=[CH:34][CH:33]=1, predict the reaction product. (2) Given the reactants C(O[C:6]([N:8]([CH2:10][CH2:11][CH2:12][N:13]1[CH2:18][CH2:17][CH:16]([CH2:19][N:20]2[C:28]([O:29][CH3:30])=[N:27][C:26]3[C:21]2=[N:22][C:23]([O:32][CH2:33][CH2:34][O:35][CH3:36])=[N:24][C:25]=3[NH2:31])[CH2:15][CH2:14]1)C)=O)(C)(C)C.FC(F)(F)C(O)=O.Br[CH2:45][CH2:46][O:47][C:48]1[CH:49]=[C:50]([CH2:54][C:55]([O:57][CH3:58])=[O:56])[CH:51]=[CH:52][CH:53]=1.C(=O)([O-])[O-].[K+].[K+], predict the reaction product. The product is: [CH3:30][O:29][C:28]1[N:20]([CH2:19][CH:16]2[CH2:15][CH2:14][N:13]([CH2:12][CH2:11][CH2:10][N:8]([CH2:45][CH2:46][O:47][C:48]3[CH:53]=[CH:52][CH:51]=[C:50]([CH2:54][C:55]([O:57][CH3:58])=[O:56])[CH:49]=3)[CH3:6])[CH2:18][CH2:17]2)[C:21]2[C:26]([N:27]=1)=[C:25]([NH2:31])[N:24]=[C:23]([O:32][CH2:33][CH2:34][O:35][CH3:36])[N:22]=2. (3) Given the reactants ClC(Cl)(Cl)[C:3]([C:5]1[NH:6][CH:7]=[C:8]([C:10](=[O:19])[CH2:11][C:12]2[CH:17]=[CH:16][CH:15]=[C:14]([Cl:18])[CH:13]=2)[CH:9]=1)=[O:4].[NH:22]1[CH2:27][CH2:26][O:25][CH2:24][CH2:23]1, predict the reaction product. The product is: [Cl:18][C:14]1[CH:13]=[C:12]([CH2:11][C:10]([C:8]2[CH:9]=[C:5]([C:3]([N:22]3[CH2:27][CH2:26][O:25][CH2:24][CH2:23]3)=[O:4])[NH:6][CH:7]=2)=[O:19])[CH:17]=[CH:16][CH:15]=1. (4) Given the reactants [OH:1][CH2:2][CH2:3][N:4]1[CH2:9][CH2:8][N:7]([C:10]([C:12]2[CH:17]=[CH:16][C:15]([NH:18][C:19]3[N:24]=[CH:23][C:22]([N+:25]([O-])=O)=[CH:21][N:20]=3)=[CH:14][N:13]=2)=[O:11])[CH2:6][CH2:5]1, predict the reaction product. The product is: [NH2:25][C:22]1[CH:23]=[N:24][C:19]([NH:18][C:15]2[CH:16]=[CH:17][C:12]([C:10]([N:7]3[CH2:6][CH2:5][N:4]([CH2:3][CH2:2][OH:1])[CH2:9][CH2:8]3)=[O:11])=[N:13][CH:14]=2)=[N:20][CH:21]=1. (5) The product is: [N+:8]([C:5]1[CH:6]=[CH:7][C:2]([N:26]2[CH2:27][CH2:28][N:23]([C:18]3[CH:19]=[CH:20][CH:21]=[CH:22][N:17]=3)[CH2:24][CH2:25]2)=[CH:3][CH:4]=1)([O-:10])=[O:9]. Given the reactants Cl[C:2]1[CH:7]=[CH:6][C:5]([N+:8]([O-:10])=[O:9])=[CH:4][CH:3]=1.C(=O)([O-])[O-].[K+].[K+].[N:17]1[CH:22]=[CH:21][CH:20]=[CH:19][C:18]=1[N:23]1[CH2:28][CH2:27][NH:26][CH2:25][CH2:24]1, predict the reaction product. (6) Given the reactants [CH3:1][O:2][C:3]1[N:4]=[C:5]2[C:10](=[CH:11][CH:12]=1)[N:9]=[CH:8][CH:7]=[C:6]2[CH:13]=[O:14].[CH3:15][O:16][C:17](=[O:33])[CH2:18][N:19]=[C:20]([C:27]1[CH:32]=[CH:31][CH:30]=[CH:29][CH:28]=1)[C:21]1[CH:26]=[CH:25][CH:24]=[CH:23][CH:22]=1.C(NCC=C)C=C.CC(O)=O.[BH3-]C#N.[Na+], predict the reaction product. The product is: [CH3:15][O:16][C:17](=[O:33])[CH:18]([NH:19][CH:20]([C:27]1[CH:32]=[CH:31][CH:30]=[CH:29][CH:28]=1)[C:21]1[CH:26]=[CH:25][CH:24]=[CH:23][CH:22]=1)[CH:13]([OH:14])[C:6]1[C:5]2[C:10](=[CH:11][CH:12]=[C:3]([O:2][CH3:1])[N:4]=2)[N:9]=[CH:8][CH:7]=1.